From a dataset of NCI-60 drug combinations with 297,098 pairs across 59 cell lines. Regression. Given two drug SMILES strings and cell line genomic features, predict the synergy score measuring deviation from expected non-interaction effect. (1) Drug 1: C1C(C(OC1N2C=NC3=C(N=C(N=C32)Cl)N)CO)O. Drug 2: C1=NC(=NC(=O)N1C2C(C(C(O2)CO)O)O)N. Cell line: SR. Synergy scores: CSS=79.3, Synergy_ZIP=-12.7, Synergy_Bliss=-17.2, Synergy_Loewe=-15.2, Synergy_HSA=-12.5. (2) Drug 1: CCC1(CC2CC(C3=C(CCN(C2)C1)C4=CC=CC=C4N3)(C5=C(C=C6C(=C5)C78CCN9C7C(C=CC9)(C(C(C8N6C=O)(C(=O)OC)O)OC(=O)C)CC)OC)C(=O)OC)O.OS(=O)(=O)O. Drug 2: CN(C(=O)NC(C=O)C(C(C(CO)O)O)O)N=O. Cell line: HCT-15. Synergy scores: CSS=-5.53, Synergy_ZIP=0.757, Synergy_Bliss=-4.68, Synergy_Loewe=-4.23, Synergy_HSA=-7.34. (3) Drug 1: CC1CCC2CC(C(=CC=CC=CC(CC(C(=O)C(C(C(=CC(C(=O)CC(OC(=O)C3CCCCN3C(=O)C(=O)C1(O2)O)C(C)CC4CCC(C(C4)OC)O)C)C)O)OC)C)C)C)OC. Drug 2: CC1=C2C(C(=O)C3(C(CC4C(C3C(C(C2(C)C)(CC1OC(=O)C(C(C5=CC=CC=C5)NC(=O)C6=CC=CC=C6)O)O)OC(=O)C7=CC=CC=C7)(CO4)OC(=O)C)O)C)OC(=O)C. Cell line: SF-268. Synergy scores: CSS=0.214, Synergy_ZIP=3.24, Synergy_Bliss=0.597, Synergy_Loewe=-0.808, Synergy_HSA=0.320. (4) Drug 1: C1=NC2=C(N=C(N=C2N1C3C(C(C(O3)CO)O)O)F)N. Drug 2: CC1=C(C(CCC1)(C)C)C=CC(=CC=CC(=CC(=O)O)C)C. Cell line: SW-620. Synergy scores: CSS=-10.2, Synergy_ZIP=2.61, Synergy_Bliss=0.235, Synergy_Loewe=-8.03, Synergy_HSA=-5.92. (5) Drug 1: CCCS(=O)(=O)NC1=C(C(=C(C=C1)F)C(=O)C2=CNC3=C2C=C(C=N3)C4=CC=C(C=C4)Cl)F. Drug 2: CS(=O)(=O)C1=CC(=C(C=C1)C(=O)NC2=CC(=C(C=C2)Cl)C3=CC=CC=N3)Cl. Cell line: OVCAR3. Synergy scores: CSS=7.86, Synergy_ZIP=6.48, Synergy_Bliss=5.86, Synergy_Loewe=3.24, Synergy_HSA=2.90.